Dataset: Catalyst prediction with 721,799 reactions and 888 catalyst types from USPTO. Task: Predict which catalyst facilitates the given reaction. (1) Reactant: [CH3:1][O:2][C:3]([C:5]1[S:6][C:7]([CH2:10][CH2:11][CH2:12][NH:13][CH2:14][C:15]2[CH:24]=[CH:23][C:18]3[O:19][CH2:20][CH2:21][O:22][C:17]=3[CH:16]=2)=[CH:8][CH:9]=1)=[O:4].C1CCC(N=C=NC2CCCCC2)CC1.[CH:40]1([C:43](O)=[O:44])[CH2:42][CH2:41]1. Product: [CH3:1][O:2][C:3]([C:5]1[S:6][C:7]([CH2:10][CH2:11][CH2:12][N:13]([C:43]([CH:40]2[CH2:42][CH2:41]2)=[O:44])[CH2:14][C:15]2[CH:24]=[CH:23][C:18]3[O:19][CH2:20][CH2:21][O:22][C:17]=3[CH:16]=2)=[CH:8][CH:9]=1)=[O:4]. The catalyst class is: 2. (2) Reactant: [C:1]([C:4]1[CH:5]=[N:6][CH:7]=[C:8]([Br:10])[CH:9]=1)(=[NH:3])[NH2:2].CO[CH:13](OC)[CH2:14][CH:15](OC)OC. Product: [Br:10][C:8]1[CH:7]=[N:6][CH:5]=[C:4]([C:1]2[N:2]=[CH:15][CH:14]=[CH:13][N:3]=2)[CH:9]=1. The catalyst class is: 3. (3) Reactant: [CH2:1]([NH:8][C:9]([C:11]1[S:12][C:13]([N:17]2[CH:22]=[CH:21][C:20]([OH:23])=[CH:19][C:18]2=[O:24])=[CH:14][C:15]=1[CH3:16])=[O:10])[C:2]1[CH:7]=[CH:6][CH:5]=[CH:4][CH:3]=1.C(=O)([O-])[O-].[K+].[K+].[CH:31]1([CH2:34][CH2:35]OS(C2C=CC(C)=CC=2)(=O)=O)[CH2:33][CH2:32]1. Product: [CH2:1]([NH:8][C:9]([C:11]1[S:12][C:13]([N:17]2[CH:22]=[CH:21][C:20]([O:23][CH2:35][CH2:34][CH:31]3[CH2:33][CH2:32]3)=[CH:19][C:18]2=[O:24])=[CH:14][C:15]=1[CH3:16])=[O:10])[C:2]1[CH:3]=[CH:4][CH:5]=[CH:6][CH:7]=1. The catalyst class is: 9. (4) Reactant: CC(OI1(OC(C)=O)(OC(C)=O)OC(=O)C2C1=CC=CC=2)=O.[OH:23][CH2:24][C@@H:25]1[CH2:30][CH2:29][CH2:28][CH2:27][C@@H:26]1[NH:31][C:32](=[O:38])[O:33][C:34]([CH3:37])([CH3:36])[CH3:35]. Product: [CH:24]([C@@H:25]1[CH2:30][CH2:29][CH2:28][CH2:27][C@@H:26]1[NH:31][C:32](=[O:38])[O:33][C:34]([CH3:36])([CH3:35])[CH3:37])=[O:23]. The catalyst class is: 4. (5) Reactant: [F:1][C:2]([F:12])([F:11])[CH2:3][CH2:4][CH2:5][O:6][CH:7]1[CH2:10][NH:9][CH2:8]1.CCN=C=NCCCN(C)C.C1C=CC2N(O)N=NC=2C=1.C(N(C(C)C)CC)(C)C.Cl.[O:44]=[C:45]1[NH:54][C:53]2[N:52]=[CH:51][C:50](/[CH:55]=[CH:56]/[C:57](O)=[O:58])=[CH:49][C:48]=2[CH2:47][CH2:46]1. Product: [O:58]=[C:57]([N:9]1[CH2:8][CH:7]([O:6][CH2:5][CH2:4][CH2:3][C:2]([F:1])([F:11])[F:12])[CH2:10]1)/[CH:56]=[CH:55]/[C:50]1[CH:49]=[C:48]2[C:53](=[N:52][CH:51]=1)[NH:54][C:45](=[O:44])[CH2:46][CH2:47]2. The catalyst class is: 288. (6) Reactant: [NH2:1][C:2](=[S:8])[C:3]([O:5][CH2:6][CH3:7])=[O:4].Br[CH:10]([C:14]1[CH:19]=[CH:18][CH:17]=[C:16]([C:20]([F:23])([F:22])[F:21])[CH:15]=1)[C:11](=O)[CH3:12]. Product: [CH3:12][C:11]1[N:1]=[C:2]([C:3]([O:5][CH2:6][CH3:7])=[O:4])[S:8][C:10]=1[C:14]1[CH:19]=[CH:18][CH:17]=[C:16]([C:20]([F:21])([F:22])[F:23])[CH:15]=1. The catalyst class is: 13.